Dataset: Full USPTO retrosynthesis dataset with 1.9M reactions from patents (1976-2016). Task: Predict the reactants needed to synthesize the given product. (1) The reactants are: [Br:1][C:2]1[CH:11]=[C:10]2[C:5]([CH2:6][CH2:7][C:8]3([CH2:14][CH2:13]3)[C:9]2=[NH:12])=[CH:4][CH:3]=1.O=[C:16]([CH3:20])[C:17](=[S:19])[NH2:18]. Given the product [Br:1][C:2]1[CH:11]=[C:10]2[C:5]([CH2:6][CH2:7][C:8]3([C:9]42[NH:18][C:17](=[S:19])[C:16]([CH3:20])=[N:12]4)[CH2:14][CH2:13]3)=[CH:4][CH:3]=1, predict the reactants needed to synthesize it. (2) Given the product [CH3:1][CH2:2][C@@:3]1([OH:26])[C:8](=[O:9])[O:7][CH2:6][C:5]2[C:10]([N:12]3[C:24](=[CH:25][C:4]1=2)[C:23]1[N:22]=[C:21]2[C:16]([CH:17]=[CH:18][CH:19]=[CH:20]2)=[CH:15][C:14]=1[CH2:13]3)=[O:11], predict the reactants needed to synthesize it. The reactants are: [CH3:1][CH2:2][C@@:3]1([OH:26])[C:8](=[O:9])[O:7][CH2:6][C:5]2[C:10]([N:12]3[C:24](=[CH:25][C:4]1=2)[C:23]1[N:22]=[C:21]2[C:16]([CH:17]=[CH:18][CH:19]=[CH:20]2)=[CH:15][C:14]=1[CH2:13]3)=[O:11].C(O)(C(F)(F)F)=O.CCCP1(OP(CCC)(=O)OP(CCC)(=O)O1)=O.CN(C)N1C=CC=CC1. (3) Given the product [C:1]([C:9]1[CH:10]=[N:11][C:12]2[C:17]([C:18]=1[C:19]1[CH:20]=[C:21]([NH:25][CH2:26][C:27]3[CH:32]=[CH:31][C:30]([CH:33]([CH2:38][C:39]4[CH:44]=[CH:43][CH:42]=[CH:41][CH:40]=4)[C:34]([OH:36])=[O:35])=[CH:29][CH:28]=3)[CH:22]=[CH:23][CH:24]=1)=[CH:16][CH:15]=[CH:14][C:13]=2[CH3:37])(=[O:8])[C:2]1[CH:7]=[CH:6][CH:5]=[CH:4][CH:3]=1, predict the reactants needed to synthesize it. The reactants are: [C:1]([C:9]1[CH:10]=[N:11][C:12]2[C:17]([C:18]=1[C:19]1[CH:20]=[C:21]([NH:25][CH2:26][C:27]3[CH:32]=[CH:31][C:30]([CH2:33][C:34]([OH:36])=[O:35])=[CH:29][CH:28]=3)[CH:22]=[CH:23][CH:24]=1)=[CH:16][CH:15]=[CH:14][C:13]=2[CH3:37])(=[O:8])[C:2]1[CH:7]=[CH:6][CH:5]=[CH:4][CH:3]=1.[CH2:38](Br)[C:39]1[CH:44]=[CH:43][CH:42]=[CH:41][CH:40]=1.C(=O)([O-])[O-].[Cs+].[Cs+]. (4) The reactants are: [Br:1][C:2]1[CH:3]=[N:4][C:5]2[N:6]([N:8]=[C:9]([C:11]([OH:13])=O)[CH:10]=2)[CH:7]=1.[Cl:14][C:15]1[CH:24]=[C:23]2[C:18]([CH2:19][CH2:20][NH:21][CH:22]2[CH3:25])=[CH:17][CH:16]=1. Given the product [Br:1][C:2]1[CH:3]=[N:4][C:5]2[N:6]([N:8]=[C:9]([C:11]([N:21]3[CH2:20][CH2:19][C:18]4[C:23](=[CH:24][C:15]([Cl:14])=[CH:16][CH:17]=4)[CH:22]3[CH3:25])=[O:13])[CH:10]=2)[CH:7]=1, predict the reactants needed to synthesize it. (5) The reactants are: Br[C:2]1[CH:7]=[CH:6][C:5](OCCCCCCCC)=[CH:4][C:3]=1[C:17]1[CH:22]=[CH:21][CH:20]=[C:19]([O:23][CH2:24][CH2:25][CH2:26][CH2:27][CH2:28][CH2:29][CH2:30][CH3:31])[CH:18]=1.[C:32]([Li])([CH3:35])([CH3:34])C.[Br:37][C:38]1[CH:50]=[CH:49][C:48]2[C:47]3[C:42](=[CH:43][C:44]([Br:51])=[CH:45][CH:46]=3)[C:41](=[O:52])[C:40]=2[CH:39]=1.[OH2:53]. Given the product [CH2:24]([O:23][C:19]1[CH:20]=[CH:21][C:22]([C:41]2([OH:52])[C:40]3[CH:39]=[C:38]([Br:37])[CH:50]=[CH:49][C:48]=3[C:47]3[C:42]2=[CH:43][C:44]([Br:51])=[CH:45][CH:46]=3)=[C:17]([C:3]2[CH:4]=[CH:5][C:6]([O:53][CH2:4][CH2:3][CH2:2][CH2:7][CH2:6][CH2:34][CH2:32][CH3:35])=[CH:7][CH:2]=2)[CH:18]=1)[CH2:25][CH2:26][CH2:27][CH2:28][CH2:29][CH2:30][CH3:31], predict the reactants needed to synthesize it. (6) Given the product [Cl:26][C:13]1[C:14]2[C:19](=[CH:18][C:17]([O:21][CH3:22])=[CH:16][CH:15]=2)[CH:20]=[C:11]([C:8]2[CH:9]=[N:10][C:5]([O:4][CH:1]([CH3:3])[CH3:2])=[CH:6][CH:7]=2)[N:12]=1, predict the reactants needed to synthesize it. The reactants are: [CH:1]([O:4][C:5]1[N:10]=[CH:9][C:8]([C:11]2[N:12]=[C:13](O)[C:14]3[C:19]([CH:20]=2)=[CH:18][C:17]([O:21][CH3:22])=[CH:16][CH:15]=3)=[CH:7][CH:6]=1)([CH3:3])[CH3:2].O=P(Cl)(Cl)[Cl:26]. (7) Given the product [CH:13]([C:12]1[CH:18]=[CH:19][C:9]([C:6]#[C:7][C:9]2[CH:19]=[CH:18][C:12]([C:13]([O:15][CH2:16][CH3:17])=[O:14])=[CH:11][CH:10]=2)=[CH:10][CH:11]=1)=[O:14], predict the reactants needed to synthesize it. The reactants are: C(N([CH2:6][CH3:7])CC)C.I[C:9]1[CH:19]=[CH:18][C:12]([C:13]([O:15][CH2:16][CH3:17])=[O:14])=[CH:11][CH:10]=1.